This data is from Full USPTO retrosynthesis dataset with 1.9M reactions from patents (1976-2016). The task is: Predict the reactants needed to synthesize the given product. (1) Given the product [C:35]([O:34][C:32]([NH:31][C@@H:27]([CH2:26][NH:25][C:3]([C:5]1[N:6]=[C:7]([C:23]#[N:24])[C:8]2[C:13]([C:14]=1[OH:15])=[CH:12][CH:11]=[C:10]([O:16][C:17]1[CH:22]=[CH:21][CH:20]=[CH:19][CH:18]=1)[CH:9]=2)=[O:4])[C:28]([OH:30])=[O:29])=[O:33])([CH3:38])([CH3:37])[CH3:36], predict the reactants needed to synthesize it. The reactants are: CO[C:3]([C:5]1[N:6]=[C:7]([C:23]#[N:24])[C:8]2[C:13]([C:14]=1[OH:15])=[CH:12][CH:11]=[C:10]([O:16][C:17]1[CH:22]=[CH:21][CH:20]=[CH:19][CH:18]=1)[CH:9]=2)=[O:4].[NH2:25][CH2:26][CH:27]([NH:31][C:32]([O:34][C:35]([CH3:38])([CH3:37])[CH3:36])=[O:33])[C:28]([OH:30])=[O:29].C[O-].[Na+].CO.Cl. (2) Given the product [C:9]([Si:6]([O:5][C:4]1[CH:13]=[CH:14][CH:15]=[C:2]([CH:16]2[CH2:18][CH2:17]2)[CH:3]=1)([CH3:8])[CH3:7])([CH3:12])([CH3:11])[CH3:10], predict the reactants needed to synthesize it. The reactants are: Br[C:2]1[CH:3]=[C:4]([CH:13]=[CH:14][CH:15]=1)[O:5][Si:6]([C:9]([CH3:12])([CH3:11])[CH3:10])([CH3:8])[CH3:7].[CH:16]1(B(O)O)[CH2:18][CH2:17]1.[O-]P([O-])([O-])=O.[K+].[K+].[K+].C1(P(C2CCCCC2)C2CCCCC2)CCCCC1. (3) Given the product [Br:1][C:2]1[CH:3]=[C:4](/[CH:10]=[CH:11]/[C:12]([N:16]([CH3:17])[CH3:15])=[O:14])[C:5]([O:8][CH3:9])=[N:6][CH:7]=1, predict the reactants needed to synthesize it. The reactants are: [Br:1][C:2]1[CH:3]=[C:4](/[CH:10]=[CH:11]/[C:12]([OH:14])=O)[C:5]([O:8][CH3:9])=[N:6][CH:7]=1.[CH3:15][NH:16][CH3:17].CCN(C(C)C)C(C)C.CN(C(ON1N=NC2C=CC=CC1=2)=[N+](C)C)C.[B-](F)(F)(F)F.